Predict the product of the given reaction. From a dataset of Forward reaction prediction with 1.9M reactions from USPTO patents (1976-2016). (1) Given the reactants [CH3:1][O:2][C:3]1[CH:4]=[C:5]([C:11]2[C:12]3[O:21][C:20]([CH2:22][N:23]4[CH2:29][CH2:28][CH2:27][N:26](C(OC(C)(C)C)=O)[CH2:25][CH2:24]4)=[CH:19][C:13]=3[C:14](=[O:18])[N:15]([CH3:17])[CH:16]=2)[CH:6]=[CH:7][C:8]=1[O:9][CH3:10].Cl.C(OCC)C, predict the reaction product. The product is: [N:23]1([CH2:22][C:20]2[O:21][C:12]3[C:11]([C:5]4[CH:6]=[CH:7][C:8]([O:9][CH3:10])=[C:3]([O:2][CH3:1])[CH:4]=4)=[CH:16][N:15]([CH3:17])[C:14](=[O:18])[C:13]=3[CH:19]=2)[CH2:29][CH2:28][CH2:27][NH:26][CH2:25][CH2:24]1. (2) Given the reactants C([N:5]1[C:10](=[O:11])[C:9]([Cl:12])=[C:8]([O:13][CH2:14][C:15]2[CH:20]=[CH:19][C:18]([CH2:21][CH2:22][CH:23]([OH:25])[CH3:24])=[CH:17][CH:16]=2)[CH:7]=[N:6]1)(C)(C)C.[C:26]1([CH3:36])[CH:31]=[CH:30][C:29]([S:32](Cl)(=[O:34])=[O:33])=[CH:28][CH:27]=1, predict the reaction product. The product is: [C:15]([CH:14]([O:13][C:8]1[CH:7]=[N:6][NH:5][C:10](=[O:11])[C:9]=1[Cl:12])[C:15]1[CH:16]=[CH:17][C:18]([CH2:21][CH2:22][CH:23]([O:25][S:32]([C:29]2[CH:30]=[CH:31][C:26]([CH3:36])=[CH:27][CH:28]=2)(=[O:34])=[O:33])[CH3:24])=[CH:19][CH:20]=1)([CH3:20])([CH3:16])[CH3:14]. (3) Given the reactants [F:1][C:2]1[CH:32]=[CH:31][C:5]([CH2:6][NH:7][C:8]([C:10]2[N:11]=[C:12]3[N:17]([C:18](=[O:28])[C:19]=2[O:20][CH2:21][C:22]2[CH:27]=[CH:26][CH:25]=[CH:24][CH:23]=2)[CH2:16][CH2:15][O:14][C:13]3([CH3:30])[CH3:29])=[O:9])=[C:4](I)[CH:3]=1.[CH2:34]([OH:37])[C:35]#[CH:36], predict the reaction product. The product is: [F:1][C:2]1[CH:32]=[CH:31][C:5]([CH2:6][NH:7][C:8]([C:10]2[N:11]=[C:12]3[N:17]([C:18](=[O:28])[C:19]=2[O:20][CH2:21][C:22]2[CH:27]=[CH:26][CH:25]=[CH:24][CH:23]=2)[CH2:16][CH2:15][O:14][C:13]3([CH3:30])[CH3:29])=[O:9])=[C:4]([C:36]#[C:35][CH2:34][OH:37])[CH:3]=1. (4) Given the reactants [NH2:1][C:2]1[C:7]([CH3:8])=[CH:6][CH:5]=[CH:4][N:3]=1.[C:9](Cl)(=[O:16])[C:10]1[CH:15]=[CH:14][CH:13]=[CH:12][CH:11]=1.N1C=CC=CC=1, predict the reaction product. The product is: [C:10]1([C:9]2[NH:1][C:2]3[C:7]([CH:8]=2)=[CH:6][CH:5]=[CH:4][N:3]=3)[CH:15]=[CH:14][CH:13]=[CH:12][CH:11]=1.[C:9]([NH:1][C:2]1[C:7]([CH3:8])=[CH:6][CH:5]=[CH:4][N:3]=1)(=[O:16])[C:10]1[CH:15]=[CH:14][CH:13]=[CH:12][CH:11]=1. (5) The product is: [F:36][C:37]1[C:38]2[CH:39]=[C:40]3[C:2]4[N:7]=[C:6]([C:8]5[C:9]([N:28]([CH3:33])[S:29]([CH3:32])(=[O:30])=[O:31])=[CH:10][C:11]6[O:15][C:14]([C:16]7[CH:21]=[CH:20][C:19]([F:22])=[CH:18][CH:17]=7)=[C:13]([C:23]([NH:25][CH3:26])=[O:24])[C:12]=6[CH:27]=5)[CH:5]=[CH:4][C:3]=4[CH:34]([OH:35])[N:41]3[C:42]=2[CH:43]=[CH:44][CH:45]=1. Given the reactants Cl[C:2]1[N:7]=[C:6]([C:8]2[C:9]([N:28]([CH3:33])[S:29]([CH3:32])(=[O:31])=[O:30])=[CH:10][C:11]3[O:15][C:14]([C:16]4[CH:21]=[CH:20][C:19]([F:22])=[CH:18][CH:17]=4)=[C:13]([C:23]([NH:25][CH3:26])=[O:24])[C:12]=3[CH:27]=2)[CH:5]=[CH:4][C:3]=1[CH:34]=[O:35].[F:36][C:37]1[CH:45]=[CH:44][CH:43]=[C:42]2[C:38]=1[CH:39]=[C:40](B1OC(C)(C)C(C)(C)O1)[NH:41]2, predict the reaction product. (6) Given the reactants C(OCCCCCCCCC(O)=O)(C1C=CC=CC=1)(C1C=CC=CC=1)C1C=CC=CC=1.[OH-].[Na+].C[O:35][C:36](=[O:68])[CH2:37][CH2:38][CH2:39][CH2:40][CH2:41][CH2:42][CH2:43][CH2:44][CH2:45][CH2:46][CH2:47][O:48][C:49]([C:62]1[CH:67]=[CH:66][CH:65]=[CH:64][CH:63]=1)([C:56]1[CH:61]=[CH:60][CH:59]=[CH:58][CH:57]=1)[C:50]1[CH:55]=[CH:54][CH:53]=[CH:52][CH:51]=1, predict the reaction product. The product is: [C:49]([O:48][CH2:47][CH2:46][CH2:45][CH2:44][CH2:43][CH2:42][CH2:41][CH2:40][CH2:39][CH2:38][CH2:37][C:36]([OH:68])=[O:35])([C:56]1[CH:57]=[CH:58][CH:59]=[CH:60][CH:61]=1)([C:62]1[CH:67]=[CH:66][CH:65]=[CH:64][CH:63]=1)[C:50]1[CH:51]=[CH:52][CH:53]=[CH:54][CH:55]=1. (7) Given the reactants Br[C:2]1[N:7]=[C:6]([CH:8]([N:11]2[CH2:16][CH2:15][O:14][CH2:13][CH2:12]2)[CH2:9][F:10])[CH:5]=[CH:4][CH:3]=1.[NH2:17][C:18]1[S:19][C:20]([C:26]2[CH:31]=[CH:30][C:29]([C:32]([OH:35])([CH3:34])[CH3:33])=[CH:28][C:27]=2[F:36])=[CH:21][C:22]=1[C:23]([NH2:25])=[O:24], predict the reaction product. The product is: [F:36][C:27]1[CH:28]=[C:29]([C:32]([OH:35])([CH3:33])[CH3:34])[CH:30]=[CH:31][C:26]=1[C:20]1[S:19][C:18]([NH:17][C:2]2[CH:3]=[CH:4][CH:5]=[C:6]([CH:8]([N:11]3[CH2:16][CH2:15][O:14][CH2:13][CH2:12]3)[CH2:9][F:10])[N:7]=2)=[C:22]([C:23]([NH2:25])=[O:24])[CH:21]=1. (8) Given the reactants [CH3:1][C:2]1([CH3:27])[CH2:6][NH:5][CH2:4][CH:3]1[NH:7][C:8]1[C:9]2[N:10]([CH:17]=[C:18](C3C=NN(CC)C=3)[CH:19]=2)[N:11]=[CH:12][C:13]=1[C:14]([NH2:16])=[O:15].Br[C:29]1[CH:36]=[CH:35][C:32]([C:33]#[N:34])=[CH:31][N:30]=1.CC[N:39]([CH:43]([CH3:45])C)[CH:40]([CH3:42])C.[CH3:46][N:47](C=O)C, predict the reaction product. The product is: [C:33]([C:32]1[CH:35]=[CH:36][C:29]([N:5]2[CH2:6][C:2]([CH3:27])([CH3:1])[CH:3]([NH:7][C:8]3[C:9]4[N:10]([CH:17]=[C:18]([C:46]5[CH:45]=[CH:43][N:39]([CH2:40][CH3:42])[N:47]=5)[CH:19]=4)[N:11]=[CH:12][C:13]=3[C:14]([NH2:16])=[O:15])[CH2:4]2)=[N:30][CH:31]=1)#[N:34]. (9) Given the reactants [CH2:1]([N:8]1[C:13](=[O:14])[C:12]([NH:15][CH2:16][C:17]([OH:19])=O)=[CH:11][CH:10]=[N:9]1)[C:2]1[CH:7]=[CH:6][CH:5]=[CH:4][CH:3]=1.C(Br)C1C=CC=CC=1.N1NC(=O)C=CC=1.Cl.[F:36][C:37]([F:52])([F:51])[C:38]1[CH:50]=[CH:49][CH:48]=[CH:47][C:39]=1[O:40][CH:41]1[CH2:46][CH2:45][NH:44][CH2:43][CH2:42]1, predict the reaction product. The product is: [CH2:1]([N:8]1[C:13](=[O:14])[C:12]([NH:15][CH2:16][C:17](=[O:19])[N:44]2[CH2:43][CH2:42][CH:41]([O:40][C:39]3[CH:47]=[CH:48][CH:49]=[CH:50][C:38]=3[C:37]([F:36])([F:51])[F:52])[CH2:46][CH2:45]2)=[CH:11][CH:10]=[N:9]1)[C:2]1[CH:3]=[CH:4][CH:5]=[CH:6][CH:7]=1. (10) Given the reactants [Cl:1][C:2]1[CH:3]=[C:4]([C:20]2[CH:25]=[CH:24][CH:23]=[CH:22][C:21]=2[C:26]#[N:27])[CH:5]=[CH:6][C:7]=1[CH2:8][CH:9]([C:15](=O)[CH2:16][CH2:17][CH3:18])[C:10](OCC)=[O:11].Cl.[C:29](=[NH:32])([NH2:31])[CH3:30].C[O-].[Na+], predict the reaction product. The product is: [Cl:1][C:2]1[CH:3]=[C:4]([C:20]2[C:21]([C:26]#[N:27])=[CH:22][CH:23]=[CH:24][CH:25]=2)[CH:5]=[CH:6][C:7]=1[CH2:8][C:9]1[C:10](=[O:11])[NH:32][C:29]([CH3:30])=[N:31][C:15]=1[CH2:16][CH2:17][CH3:18].